This data is from Peptide-MHC class I binding affinity with 185,985 pairs from IEDB/IMGT. The task is: Regression. Given a peptide amino acid sequence and an MHC pseudo amino acid sequence, predict their binding affinity value. This is MHC class I binding data. (1) The peptide sequence is STKADAVVA. The MHC is HLA-A02:01 with pseudo-sequence HLA-A02:01. The binding affinity (normalized) is 0.0492. (2) The peptide sequence is KMFTYLMES. The MHC is HLA-B51:01 with pseudo-sequence HLA-B51:01. The binding affinity (normalized) is 0.0847. (3) The peptide sequence is FSSPPSYF. The MHC is Mamu-B17 with pseudo-sequence Mamu-B17. The binding affinity (normalized) is 0. (4) The peptide sequence is RVFGFRTAK. The MHC is HLA-A26:01 with pseudo-sequence HLA-A26:01. The binding affinity (normalized) is 0.0847. (5) The peptide sequence is KSSSIDVDKR. The MHC is HLA-A33:01 with pseudo-sequence HLA-A33:01. The binding affinity (normalized) is 0.167. (6) The peptide sequence is YPQPQPQY. The MHC is HLA-B35:01 with pseudo-sequence HLA-B35:01. The binding affinity (normalized) is 0.431. (7) The peptide sequence is LYRYIQWLR. The MHC is HLA-B18:01 with pseudo-sequence HLA-B18:01. The binding affinity (normalized) is 0.0847.